From a dataset of Reaction yield outcomes from USPTO patents with 853,638 reactions. Predict the reaction yield, written as a fraction of the theoretical maximum amount of product (1.0 means a 100% yield; for example, 0.34 means a 34% yield). (1) The reactants are [F:1][C:2]1[C:3]([N+:9]([O-:11])=[O:10])=[C:4]([OH:8])[CH:5]=[CH:6][CH:7]=1.N1C=CC=CC=1.[S:18](O[S:18]([C:21]([F:24])([F:23])[F:22])(=[O:20])=[O:19])([C:21]([F:24])([F:23])[F:22])(=[O:20])=[O:19]. The catalyst is ClCCl. The product is [F:1][C:2]1[C:3]([N+:9]([O-:11])=[O:10])=[C:4]([O:8][S:18]([C:21]([F:24])([F:23])[F:22])(=[O:20])=[O:19])[CH:5]=[CH:6][CH:7]=1. The yield is 0.960. (2) The reactants are FC(F)(F)S(OS(C(F)(F)F)(=O)=O)(=O)=O.C1(P(=O)(C2C=CC=CC=2)C2C=CC=CC=2)C=CC=CC=1.C([S:43][CH:44]([CH2:73][N:74]1[CH2:79][CH2:78][S:77](=[O:81])(=[O:80])[CH2:76][CH2:75]1)[CH2:45][NH:46][C:47]([C:49]1[NH:50][C:51]2[C:56]([CH:57]=1)=[CH:55][C:54]([O:58][CH2:59][CH2:60][O:61][CH3:62])=[CH:53][C:52]=2[NH:63][S:64]([C:67]1[CH:72]=[CH:71][CH:70]=[CH:69][N:68]=1)(=[O:66])=[O:65])=O)C1C=CC=CC=1.C1(SC)C=CC=CC=1. The catalyst is ClCCl.O. The product is [O:80]=[S:77]1(=[O:81])[CH2:76][CH2:75][N:74]([CH2:73][CH:44]2[S:43][C:47]([C:49]3[NH:50][C:51]4[C:56]([CH:57]=3)=[CH:55][C:54]([O:58][CH2:59][CH2:60][O:61][CH3:62])=[CH:53][C:52]=4[NH:63][S:64]([C:67]3[CH:72]=[CH:71][CH:70]=[CH:69][N:68]=3)(=[O:66])=[O:65])=[N:46][CH2:45]2)[CH2:79][CH2:78]1. The yield is 0.440. (3) The reactants are [C:1]1([C:7]2[CH:12]=[C:11](Br)[CH:10]=[CH:9][C:8]=2[O:14][CH3:15])[CH:6]=[CH:5][CH:4]=[CH:3][CH:2]=1.[Li]CCCC.C([O:24][B:25](OC(C)C)[O:26]C(C)C)(C)C.Cl. The catalyst is C1COCC1.CCOCC. The product is [C:1]1([C:7]2[CH:12]=[C:11]([B:25]([OH:26])[OH:24])[CH:10]=[CH:9][C:8]=2[O:14][CH3:15])[CH:6]=[CH:5][CH:4]=[CH:3][CH:2]=1. The yield is 0.770.